Dataset: Catalyst prediction with 721,799 reactions and 888 catalyst types from USPTO. Task: Predict which catalyst facilitates the given reaction. (1) Reactant: [F:1][C:2]1[CH:7]=[CH:6][C:5]([CH2:8][C:9]([NH:11][CH3:12])=[O:10])=[CH:4][CH:3]=1.[Li]C.CCOCC.[C:20](Cl)(Cl)=[O:21].C1(C)C=CC=CC=1.[NH2:31][C:32]1[CH:47]=[CH:46][C:35]([O:36][C:37]2[CH:42]=[CH:41][N:40]=[C:39]([C:43]([NH2:45])=[O:44])[CH:38]=2)=[C:34]([F:48])[CH:33]=1.FC1C=C(NC(=O)CC(NC2C=CC(F)=CC=2)=O)C=CC=1OC1C=CN=C(NCCN2CCOCC2)C=1.CCN(C(C)C)C(C)C. Product: [C:43]([C:39]1[CH:38]=[C:37]([O:36][C:35]2[CH:46]=[CH:47][C:32]([NH:31][C:20](=[O:21])[N:11]([C:9](=[O:10])[CH2:8][C:5]3[CH:4]=[CH:3][C:2]([F:1])=[CH:7][CH:6]=3)[CH3:12])=[CH:33][C:34]=2[F:48])[CH:42]=[CH:41][N:40]=1)(=[O:44])[NH2:45]. The catalyst class is: 118. (2) Reactant: CCCC[N+](CCCC)(CCCC)CCCC.[F-].[Si]([O:36][C@H:37]1[CH2:42][CH2:41][C@@:40]([C@H:44]2[CH2:52][CH2:51][C@@:50]3([CH3:53])[C@@H:46]([CH2:47][CH2:48][C@:49]3([C:55]#[CH:56])[OH:54])[C@@H:45]2[CH2:57][OH:58])([CH3:43])[C@@H:39]([CH2:59][OH:60])[CH2:38]1)(C(C)(C)C)(C1C=CC=CC=1)C1C=CC=CC=1. Product: [C:55]([C@@:49]1([OH:54])[C@:50]2([CH3:53])[C@H:46]([C@H:45]([CH2:57][OH:58])[C@@H:44]([C@@:40]3([CH3:43])[CH2:41][CH2:42][C@H:37]([OH:36])[CH2:38][C@@H:39]3[CH2:59][OH:60])[CH2:52][CH2:51]2)[CH2:47][CH2:48]1)#[CH:56]. The catalyst class is: 1. (3) Reactant: B(F)(F)F.CCOCC.C([SiH](CC)CC)C.[Cl:17][C:18]1[C:23](=[O:24])[N:22]([CH3:25])[CH:21]=[C:20]2[C:26](=[O:42])[N:27]([CH2:30][CH2:31][C:32]3[CH:41]=[CH:40][C:39]4[C:34](=[CH:35][CH:36]=[CH:37][CH:38]=4)[N:33]=3)[CH:28](O)[C:19]=12. Product: [Cl:17][C:18]1[C:23](=[O:24])[N:22]([CH3:25])[CH:21]=[C:20]2[C:26](=[O:42])[N:27]([CH2:30][CH2:31][C:32]3[CH:41]=[CH:40][C:39]4[C:34](=[CH:35][CH:36]=[CH:37][CH:38]=4)[N:33]=3)[CH2:28][C:19]=12. The catalyst class is: 2. (4) Reactant: N1(CCCCCCCCCCC(O)=O)C=CC=C1.[OH:19][N:20]1[C:24](=[O:25])[CH2:23][CH:22]([S:26]([OH:29])(=[O:28])=[O:27])[C:21]1=[O:30].C1(N=C=NC2CCCCC2)CCCCC1. Product: [S:26]([C:22]1([S:26]([OH:29])(=[O:28])=[O:27])[CH2:23][C:24](=[O:25])[N:20]([OH:19])[C:21]1=[O:30])([OH:29])(=[O:27])=[O:28]. The catalyst class is: 9. (5) Reactant: [NH2:1][C:2]1[CH:3]=[C:4]([CH:8]=[CH:9][C:10]=1[NH2:11])[C:5]([OH:7])=[O:6].C(O[C:15](=N)[CH2:16][C:17]([O:19][CH2:20][CH3:21])=[O:18])C.C(O)(=O)C. Product: [CH2:20]([O:19][C:17]([CH2:16][C:15]1[NH:11][C:10]2[CH:9]=[CH:8][C:4]([C:5]([OH:7])=[O:6])=[CH:3][C:2]=2[N:1]=1)=[O:18])[CH3:21]. The catalyst class is: 27. (6) Reactant: [CH2:1]([O:4][C:5]([C:7]1[C:11]2[C:12](=O)[NH:13][CH2:14][CH2:15][CH2:16][C:10]=2[NH:9][CH:8]=1)=[O:6])[CH2:2][CH3:3].P12(SP3(SP(SP(S3)(S1)=S)(=S)S2)=S)=[S:19]. Product: [CH2:1]([O:4][C:5]([C:7]1[C:11]2[C:12](=[S:19])[NH:13][CH2:14][CH2:15][CH2:16][C:10]=2[NH:9][CH:8]=1)=[O:6])[CH2:2][CH3:3]. The catalyst class is: 17.